This data is from Reaction yield outcomes from USPTO patents with 853,638 reactions. The task is: Predict the reaction yield, written as a fraction of the theoretical maximum amount of product (1.0 means a 100% yield; for example, 0.34 means a 34% yield). (1) The reactants are [F:1][C:2]([F:15])([F:14])[C:3]([NH:5][CH2:6][CH2:7][C:8]1[S:9][CH:10]=[C:11]([CH3:13])[N:12]=1)=[O:4].[H-].[Na+].[C:18]([C:22]1[CH:29]=[CH:28][C:25]([CH2:26]Br)=[CH:24][CH:23]=1)([CH3:21])([CH3:20])[CH3:19].O. The catalyst is CN(C=O)C. The product is [C:18]([C:22]1[CH:23]=[CH:24][C:25]([CH2:26][N:5]([CH2:6][CH2:7][C:8]2[S:9][CH:10]=[C:11]([CH3:13])[N:12]=2)[C:3](=[O:4])[C:2]([F:14])([F:1])[F:15])=[CH:28][CH:29]=1)([CH3:21])([CH3:19])[CH3:20]. The yield is 0.730. (2) The catalyst is [Pd].CCOC(C)=O. The product is [C:30]([O:29][C:27]([NH:26][C@@H:15]([CH2:14][CH2:13][CH2:12][C@H:11]([CH2:34][C:35]1[CH:36]=[CH:37][C:38]([CH3:41])=[CH:39][CH:40]=1)[C@@H:10]([O:42][C:43]1[CH:48]=[CH:47][CH:46]=[CH:45][CH:44]=1)[C@@H:9]([OH:8])[CH3:49])[C:16]([OH:18])=[O:17])=[O:28])([CH3:33])([CH3:31])[CH3:32]. The yield is 0.910. The reactants are C([O:8][C@@H:9]([CH3:49])[C@H:10]([O:42][C:43]1[CH:48]=[CH:47][CH:46]=[CH:45][CH:44]=1)[C@@H:11]([CH2:34][C:35]1[CH:40]=[CH:39][C:38]([CH3:41])=[CH:37][CH:36]=1)[CH2:12][CH2:13][CH2:14][C@H:15]([NH:26][C:27]([O:29][C:30]([CH3:33])([CH3:32])[CH3:31])=[O:28])[C:16]([O:18]CC1C=CC=CC=1)=[O:17])C1C=CC=CC=1. (3) The reactants are [Br:1][C:2]1[C:14]([CH3:15])=[CH:13][C:5]([C:6]([N:8]=[CH:9][N:10](C)C)=O)=[C:4]([F:16])[CH:3]=1.O.[NH2:18]N. The yield is 0.680. The catalyst is C(O)(=O)C. The product is [Br:1][C:2]1[C:14]([CH3:15])=[CH:13][C:5]([C:6]2[N:8]=[CH:9][NH:10][N:18]=2)=[C:4]([F:16])[CH:3]=1. (4) The reactants are [CH3:1][O:2][C:3]1[CH:20]=[CH:19][C:6]([CH2:7][NH:8][S:9]([NH:12][CH2:13][C:14](OCC)=[O:15])(=[O:11])=[O:10])=[CH:5][CH:4]=1.O(C(C)(C)C)[K]. The catalyst is CN(C=O)C. The product is [CH3:1][O:2][C:3]1[CH:20]=[CH:19][C:6]([CH2:7][N:8]2[C:14](=[O:15])[CH2:13][NH:12][S:9]2(=[O:11])=[O:10])=[CH:5][CH:4]=1. The yield is 0.540.